From a dataset of Full USPTO retrosynthesis dataset with 1.9M reactions from patents (1976-2016). Predict the reactants needed to synthesize the given product. (1) Given the product [CH3:29][N:15]1[C:16](=[O:27])[C:17]([C:18]2[C:26]3[C:21](=[CH:22][CH:23]=[CH:24][CH:25]=3)[NH:20][CH:19]=2)=[C:13]([C:1]2[C:11]3=[C:12]4[C:7](=[CH:8][CH:9]=[CH:10]3)[CH2:6][CH2:5][CH2:4][N:3]4[CH:2]=2)[C:14]1=[O:28], predict the reactants needed to synthesize it. The reactants are: [C:1]1([C:13]2[C:14](=[O:28])[NH:15][C:16](=[O:27])[C:17]=2[C:18]2[C:26]3[C:21](=[CH:22][CH:23]=[CH:24][CH:25]=3)[NH:20][CH:19]=2)[C:11]2=[C:12]3[C:7](=[CH:8][CH:9]=[CH:10]2)[CH2:6][CH2:5][CH2:4][N:3]3[CH:2]=1.[C:29](=O)([O-])[O-].[K+].[K+].CI.O. (2) Given the product [O:3]1[CH:2]=[CH:1][CH:5]=[C:4]1[CH:6]1[O:7][N:9]=[C:10]([C:11]2[CH:16]=[CH:15][CH:14]=[CH:13][CH:12]=2)[NH:17]1, predict the reactants needed to synthesize it. The reactants are: [CH:1]1[CH:5]=[C:4]([CH:6]=[O:7])[O:3][CH:2]=1.O[N:9]=[C:10]([NH2:17])[C:11]1[CH:16]=[CH:15][CH:14]=[CH:13][CH:12]=1. (3) Given the product [Cl:14][C:4]1[CH:5]=[C:6]([C:8]2[CH:9]=[N:10][CH:11]=[CH:12][CH:13]=2)[CH:7]=[C:2]([N:19]2[CH2:20][CH2:21][C:17]([F:22])([F:16])[CH2:18]2)[N:3]=1, predict the reactants needed to synthesize it. The reactants are: Cl[C:2]1[CH:7]=[C:6]([C:8]2[CH:9]=[N:10][CH:11]=[CH:12][CH:13]=2)[CH:5]=[C:4]([Cl:14])[N:3]=1.Cl.[F:16][C:17]1([F:22])[CH2:21][CH2:20][NH:19][CH2:18]1.CN1C(=O)CCC1.CCN(C(C)C)C(C)C. (4) The reactants are: [C:1]([O:10][CH2:11][Cl:12])(=[O:9])[CH2:2][CH2:3][CH2:4][CH2:5][CH2:6][CH2:7][CH3:8].[CH3:13]C1C=CC(CC(O)=O)=CC=1.C(=O)([O-])O.[Na+].ClCOS(Cl)(=O)=O. Given the product [CH3:13][C:6]1[CH:7]=[CH:8][C:3]([CH2:2][C:1]([O:10][CH2:11][Cl:12])=[O:9])=[CH:4][CH:5]=1, predict the reactants needed to synthesize it. (5) Given the product [OH:59][CH2:58][CH:57]([NH:56][C:16]([C:15]1[CH:19]=[CH:20][C:21]([CH3:22])=[C:13]([NH:12][C:10]([C:3]2[N:4]3[CH:9]=[CH:8][CH:7]=[CH:6][C:5]3=[N:1][CH:2]=2)=[O:11])[CH:14]=1)=[O:18])[CH2:60][C:61]1[CH:62]=[CH:63][CH:64]=[CH:65][CH:66]=1, predict the reactants needed to synthesize it. The reactants are: [N:1]1[CH:2]=[C:3]([C:10]([NH:12][C:13]2[CH:14]=[C:15]([CH:19]=[CH:20][C:21]=2[CH3:22])[C:16]([OH:18])=O)=[O:11])[N:4]2[CH:9]=[CH:8][CH:7]=[CH:6][C:5]=12.C(N(C(C)C)CC)(C)C.CN(C(ON1N=NC2C=CC=NC1=2)=[N+](C)C)C.F[P-](F)(F)(F)(F)F.[NH2:56][CH:57]([CH2:60][C:61]1[CH:66]=[CH:65][CH:64]=[CH:63][CH:62]=1)[CH2:58][OH:59]. (6) Given the product [CH3:1][O:2][C:3](=[O:24])/[CH:4]=[CH:53]/[C:27]1[CH:28]=[N:29][C:30]([N:33]2[CH2:45][CH2:44][C:43]3[C:42]4[C:37](=[CH:38][CH:39]=[CH:40][CH:41]=4)[N:36]([C:46]([O:48][C:49]([CH3:50])([CH3:51])[CH3:52])=[O:47])[C:35]=3[CH2:34]2)=[N:31][CH:32]=1, predict the reactants needed to synthesize it. The reactants are: [CH3:1][O:2][C:3](=[O:24])[CH:4]=P(C1C=CC=CC=1)(C1C=CC=CC=1)C1C=CC=CC=1.C([C:27]1[CH:28]=[N:29][C:30]([N:33]2[CH2:45][CH2:44][C:43]3[C:42]4[C:37](=[CH:38][CH:39]=[CH:40][CH:41]=4)[N:36]([C:46]([O:48][C:49]([CH3:52])([CH3:51])[CH3:50])=[O:47])[C:35]=3[CH2:34]2)=[N:31][CH:32]=1)=O.[CH2:53](Cl)Cl. (7) Given the product [Cl:4][C:5]1[CH:36]=[CH:35][CH:34]=[CH:33][C:6]=1[CH2:7][C:8]1[C:26]([CH:27]([O:30][CH3:31])[O:28][CH3:29])=[N:2][NH:3][C:9]=1[N:12]1[CH2:17][CH2:16][CH2:15][C@@H:14]([NH:18][C:19](=[O:25])[O:20][C:21]([CH3:23])([CH3:24])[CH3:22])[CH2:13]1, predict the reactants needed to synthesize it. The reactants are: O.[NH2:2][NH2:3].[Cl:4][C:5]1[CH:36]=[CH:35][CH:34]=[CH:33][C:6]=1[CH2:7][C:8]([C:26](=O)[CH:27]([O:30][CH3:31])[O:28][CH3:29])=[C:9]([N:12]1[CH2:17][CH2:16][CH2:15][C@@H:14]([NH:18][C:19](=[O:25])[O:20][C:21]([CH3:24])([CH3:23])[CH3:22])[CH2:13]1)SC.O.